Dataset: Catalyst prediction with 721,799 reactions and 888 catalyst types from USPTO. Task: Predict which catalyst facilitates the given reaction. Reactant: O=[C:2]([C:7]1[CH:12]=[CH:11][CH:10]=[CH:9][CH:8]=1)[CH2:3][CH2:4][C:5]#[N:6].[F:13][C:14]1[CH:23]=[CH:22][C:21]([F:24])=[CH:20][C:15]=1[C:16](=[S:19])[NH:17][NH2:18]. Product: [F:13][C:14]1[CH:23]=[CH:22][C:21]([F:24])=[CH:20][C:15]=1[C:16]1[S:19][C:2]([CH2:3][CH2:4][C:5]#[N:6])([C:7]2[CH:12]=[CH:11][CH:10]=[CH:9][CH:8]=2)[NH:18][N:17]=1. The catalyst class is: 8.